This data is from Reaction yield outcomes from USPTO patents with 853,638 reactions. The task is: Predict the reaction yield, written as a fraction of the theoretical maximum amount of product (1.0 means a 100% yield; for example, 0.34 means a 34% yield). (1) The reactants are [OH-].[Na+].[C:3]([CH:6]1[CH2:11][CH2:10][C:9]([CH2:12][O:13]C(=O)C2C=C([N+]([O-])=O)C=C([N+]([O-])=O)C=2)=[CH:8][CH2:7]1)([CH3:5])=[CH2:4]. The yield is 0.950. The product is [CH3:5][C:3]([C@@H:6]1[CH2:7][CH:8]=[C:9]([CH2:12][OH:13])[CH2:10][CH2:11]1)=[CH2:4]. The catalyst is CO. (2) The reactants are Br[C:2]1[CH:7]=[CH:6][C:5]([Br:8])=[CH:4][N:3]=1.O.[NH2:10][NH2:11]. The catalyst is N1C=CC=CC=1. The product is [Br:8][C:5]1[CH:6]=[CH:7][C:2]([NH:10][NH2:11])=[N:3][CH:4]=1. The yield is 0.948. (3) The reactants are C(OCC)(=O)C(C)C.O.NN.C(S[C:15]([C:25]1[CH:30]=[CH:29][C:28]([F:31])=[CH:27][CH:26]=1)=[N:16][C:17]1[C:22]([CH3:23])=[CH:21][CH:20]=[CH:19][C:18]=1[CH3:24])C.[C:32]([NH:37][NH2:38])(=O)[CH:33]([CH3:35])[CH3:34]. The catalyst is C(O)CCC. The product is [CH3:23][C:22]1[CH:21]=[CH:20][CH:19]=[C:18]([CH3:24])[C:17]=1[N:16]1[C:32]([CH:33]([CH3:35])[CH3:34])=[N:37][N:38]=[C:15]1[C:25]1[CH:26]=[CH:27][C:28]([F:31])=[CH:29][CH:30]=1. The yield is 0.110. (4) The reactants are C([O:4][CH:5]1[CH:10]([N:11]([CH3:13])[CH3:12])[CH2:9][CH:8]([CH3:14])[O:7][CH:6]1[O:15][CH2:16][CH2:17][CH2:18][CH2:19][CH2:20][CH2:21][CH2:22][CH2:23][CH2:24][C:25]#[CH:26])(=O)C.C([O-])([O-])=O.[K+].[K+]. The catalyst is CO. The product is [CH3:13][N:11]([CH3:12])[CH:10]1[CH2:9][CH:8]([CH3:14])[O:7][CH:6]([O:15][CH2:16][CH2:17][CH2:18][CH2:19][CH2:20][CH2:21][CH2:22][CH2:23][CH2:24][C:25]#[CH:26])[CH:5]1[OH:4]. The yield is 0.950. (5) The catalyst is ClCCl. The yield is 1.00. The reactants are C(C1N([CH2:14][C:15]2[CH:32]=[CH:31][C:18]3/[C:19](=[CH:28]/[C:29]#[N:30])/[C:20]4[CH:27]=[CH:26][CH:25]=[CH:24][C:21]=4[CH2:22][CH2:23][C:17]=3[CH:16]=2)C2=NC(C)=CC(C)=C2N=1)C.CC(OI1(OC(C)=O)(OC(C)=O)OC(=O)C2C1=CC=CC=2)=[O:35].C(O)(C)C.O. The product is [CH:14]([C:15]1[CH:32]=[CH:31][C:18]2/[C:19](=[CH:28]/[C:29]#[N:30])/[C:20]3[CH:27]=[CH:26][CH:25]=[CH:24][C:21]=3[CH2:22][CH2:23][C:17]=2[CH:16]=1)=[O:35].